This data is from Forward reaction prediction with 1.9M reactions from USPTO patents (1976-2016). The task is: Predict the product of the given reaction. (1) Given the reactants [CH:14]1[CH:19]=[CH:18][C:17](P([C:14]2[CH:19]=[CH:18][CH:17]=[CH:16][CH:15]=2)[C:14]2[CH:19]=[CH:18][CH:17]=[CH:16][CH:15]=2)=[CH:16][CH:15]=1.CCOC(/N=N/C([O:29][CH2:30]C)=O)=O.[C:32]([N:42]1[CH2:46][C@@H:45](O)[C@H:44]([NH:48][S:49]([C:52]2[CH:57]=[CH:56][C:55]([O:58][C:59]3[CH:64]=[CH:63][CH:62]=[CH:61][CH:60]=3)=[CH:54][CH:53]=2)(=[O:51])=[O:50])[CH2:43]1)([O:34][CH2:35][C:36]1[CH:41]=[CH:40][CH:39]=[CH:38][CH:37]=1)=[O:33].[S:65]1C=CC=C1C1C(C(O)=O)=CC=CC=1, predict the reaction product. The product is: [C:32]([N:42]1[CH2:46][C@H:45]([S:65][C:30](=[O:29])[C:14]2[CH:15]=[CH:16][CH:17]=[CH:18][CH:19]=2)[C@H:44]([NH:48][S:49]([C:52]2[CH:53]=[CH:54][C:55]([O:58][C:59]3[CH:64]=[CH:63][CH:62]=[CH:61][CH:60]=3)=[CH:56][CH:57]=2)(=[O:51])=[O:50])[CH2:43]1)([O:34][CH2:35][C:36]1[CH:37]=[CH:38][CH:39]=[CH:40][CH:41]=1)=[O:33]. (2) The product is: [Br:20][C:18]1[CH:17]=[CH:16][C:15]([S:21][C:22]2[CH:23]=[CH:24][C:25]([NH:28][C:29](=[O:31])[CH3:30])=[CH:26][CH:27]=2)=[C:14]([NH:13][C:2]2[C:3]3[C:8](=[N:7][C:6]([CH3:12])=[CH:5][CH:4]=3)[N:9]=[CH:10][CH:11]=2)[CH:19]=1. Given the reactants Cl[C:2]1[CH:11]=[CH:10][N:9]=[C:8]2[C:3]=1[CH:4]=[CH:5][C:6]([CH3:12])=[N:7]2.[NH2:13][C:14]1[CH:19]=[C:18]([Br:20])[CH:17]=[CH:16][C:15]=1[S:21][C:22]1[CH:27]=[CH:26][C:25]([NH:28][C:29](=[O:31])[CH3:30])=[CH:24][CH:23]=1, predict the reaction product. (3) The product is: [C:4]([Si:1]([CH3:2])([CH3:3])[O:8][C@@H:9]1[CH2:10][O:11][C@@H:12]2[CH:16]([CH2:17][C:18]#[CH:21])[CH2:15][O:14][C@H:13]12)([CH3:5])([CH3:7])[CH3:6]. Given the reactants [Si:1]([O:8][C@H:9]1[C@H:13]2[O:14][CH2:15][CH:16]([CH2:17][CH2:18]O)[C@H:12]2[O:11][CH2:10]1)([C:4]([CH3:7])([CH3:6])[CH3:5])([CH3:3])[CH3:2].[Li][CH2:21]CCC, predict the reaction product. (4) Given the reactants [C:1](#[N:6])[CH2:2][CH:3]([CH3:5])[CH3:4].[ClH:7].[CH2:8]([OH:10])[CH3:9], predict the reaction product. The product is: [ClH:7].[CH3:4][CH:3]([CH3:5])[CH2:2][C:1](=[NH:6])[O:10][CH2:8][CH3:9]. (5) Given the reactants Br[C:2]1[N:10]2[C:5]([CH:6]=[N:7][C:8]([NH:11][C:12]3[CH:17]=[CH:16][C:15]([N:18]4[CH2:23][CH2:22][N:21]([CH3:24])[CH2:20][CH2:19]4)=[CH:14][CH:13]=3)=[N:9]2)=[CH:4][CH:3]=1.[CH3:25][O:26][CH2:27][C:28]1[CH:33]=[CH:32][CH:31]=[CH:30][C:29]=1B(O)O, predict the reaction product. The product is: [CH3:25][O:26][CH2:27][C:28]1[CH:33]=[CH:32][CH:31]=[CH:30][C:29]=1[C:2]1[N:10]2[C:5]([CH:6]=[N:7][C:8]([NH:11][C:12]3[CH:13]=[CH:14][C:15]([N:18]4[CH2:23][CH2:22][N:21]([CH3:24])[CH2:20][CH2:19]4)=[CH:16][CH:17]=3)=[N:9]2)=[CH:4][CH:3]=1. (6) The product is: [F:30][C@H:10]1[C@@H:11]([C:14]2[N:15]([CH2:27][CH2:28][NH:36][CH3:34])[CH:16]=[C:17]([C:19]3[CH:24]=[CH:23][C:22]([F:25])=[C:21]([CH3:26])[CH:20]=3)[N:18]=2)[CH2:12][CH2:13][N:8]([C:4]2[N:5]=[CH:6][N:7]=[C:2]([NH2:1])[C:3]=2[CH:31]([CH3:32])[CH3:33])[CH2:9]1. Given the reactants [NH2:1][C:2]1[N:7]=[CH:6][N:5]=[C:4]([N:8]2[CH2:13][CH2:12][C@H:11]([C:14]3[N:15]([CH2:27][CH2:28]O)[CH:16]=[C:17]([C:19]4[CH:24]=[CH:23][C:22]([F:25])=[C:21]([CH3:26])[CH:20]=4)[N:18]=3)[C@H:10]([F:30])[CH2:9]2)[C:3]=1[CH:31]([CH3:33])[CH3:32].[CH2:34]([N:36](C(C)C)C(C)C)C.CS(Cl)(=O)=O.CN, predict the reaction product.